Dataset: Full USPTO retrosynthesis dataset with 1.9M reactions from patents (1976-2016). Task: Predict the reactants needed to synthesize the given product. Given the product [CH2:2]([NH:26][C:24]([NH:23][C:20]1[CH:21]=[CH:22][C:17]([C:15]([N:12]2[CH2:11][CH2:10][CH:9]([NH:8][C:7]3[CH:33]=[CH:34][C:4]([CH2:3][CH2:2][NH:1][CH2:63][C@H:61]([OH:62])[CH2:60][O:59][C:56]4[CH:57]=[CH:58][C:53]([OH:52])=[CH:54][CH:55]=4)=[CH:5][CH:6]=3)[CH2:14][CH2:13]2)=[O:16])=[CH:18][CH:19]=1)=[O:25])[CH2:3][CH2:4][CH2:5][CH2:6][CH3:7], predict the reactants needed to synthesize it. The reactants are: [NH2:1][CH2:2][CH2:3][C:4]1[CH:34]=[CH:33][C:7]([NH:8][CH:9]2[CH2:14][CH2:13][N:12]([C:15]([C:17]3[CH:22]=[CH:21][C:20]([N:23](CCCCCC)[C:24]([NH2:26])=[O:25])=[CH:19][CH:18]=3)=[O:16])[CH2:11][CH2:10]2)=[CH:6][CH:5]=1.C([Si]([O:52][C:53]1[CH:58]=[CH:57][C:56]([O:59][CH2:60][CH:61]2[CH2:63][O:62]2)=[CH:55][CH:54]=1)(C1C=CC=CC=1)C1C=CC=CC=1)(C)(C)C.